Dataset: Reaction yield outcomes from USPTO patents with 853,638 reactions. Task: Predict the reaction yield, written as a fraction of the theoretical maximum amount of product (1.0 means a 100% yield; for example, 0.34 means a 34% yield). The yield is 0.500. The product is [C:1]([O:5][C:6]([N:8]1[CH2:13][CH2:12][CH:11]([C:14]2[C:17]3[S:18][CH:19]=[CH:20][C:21]=3[O:16][N:15]=2)[CH2:10][CH2:9]1)=[O:7])([CH3:4])([CH3:3])[CH3:2]. The reactants are [C:1]([O:5][C:6]([N:8]1[CH2:13][CH2:12][CH:11]([C:14]([C:17]2[S:18][CH:19]=[CH:20][C:21]=2Br)=[N:15][OH:16])[CH2:10][CH2:9]1)=[O:7])([CH3:4])([CH3:3])[CH3:2].[OH-].[K+]. The catalyst is COCCO.O.[Cu].